From a dataset of Forward reaction prediction with 1.9M reactions from USPTO patents (1976-2016). Predict the product of the given reaction. (1) Given the reactants [Cl:1][C:2]1[C:3]([CH3:12])=[C:4]([S:8](Cl)(=[O:10])=[O:9])[CH:5]=[CH:6][CH:7]=1.N1C=CC=CC=1.[NH2:19][C:20]1[CH:29]=[CH:28][C:23]2[N:24]=[C:25]([CH3:27])[O:26][C:22]=2[CH:21]=1.C([O-])(O)=O.[Na+], predict the reaction product. The product is: [Cl:1][C:2]1[C:3]([CH3:12])=[C:4]([S:8]([NH:19][C:20]2[CH:29]=[CH:28][C:23]3[N:24]=[C:25]([CH3:27])[O:26][C:22]=3[CH:21]=2)(=[O:10])=[O:9])[CH:5]=[CH:6][CH:7]=1. (2) Given the reactants I[CH2:2][C@@H:3]([CH3:17])[CH2:4][N:5]1[C:10]2[CH:11]=[C:12]([CH3:15])[CH:13]=[CH:14][C:9]=2[O:8][CH2:7][C:6]1=[O:16].CCN(CC)CC.[CH2:25]([CH:29]1[CH2:34][CH2:33][NH:32][CH2:31][CH2:30]1)[CH2:26][CH2:27][CH3:28], predict the reaction product. The product is: [CH2:25]([CH:29]1[CH2:34][CH2:33][N:32]([CH2:2][C@@H:3]([CH3:17])[CH2:4][N:5]2[C:10]3[CH:11]=[C:12]([CH3:15])[CH:13]=[CH:14][C:9]=3[O:8][CH2:7][C:6]2=[O:16])[CH2:31][CH2:30]1)[CH2:26][CH2:27][CH3:28]. (3) The product is: [Br:1][C:2]1[CH:3]=[CH:4][C:5]([S:8]([N:11]2[CH2:15][CH2:14][CH2:13][CH:12]2[CH2:16][O:17][Si:27]([C:23]([CH3:26])([CH3:25])[CH3:24])([CH3:29])[CH3:28])(=[O:10])=[O:9])=[CH:6][CH:7]=1. Given the reactants [Br:1][C:2]1[CH:7]=[CH:6][C:5]([S:8]([N:11]2[CH2:15][CH2:14][CH2:13][CH:12]2[CH2:16][OH:17])(=[O:10])=[O:9])=[CH:4][CH:3]=1.N1C=CN=C1.[C:23]([Si:27](Cl)([CH3:29])[CH3:28])([CH3:26])([CH3:25])[CH3:24], predict the reaction product. (4) Given the reactants [C:1]([O:5][C:6]([N:8]1[CH2:13][CH2:12][CH:11]([O:14][C:15]2[C:16]([C:30](O)=[O:31])=[N:17][N:18]([C:22]3[CH:27]=[CH:26][C:25]([Cl:28])=[C:24]([Cl:29])[CH:23]=3)[C:19](=[O:21])[CH:20]=2)[CH2:10][CH2:9]1)=[O:7])([CH3:4])([CH3:3])[CH3:2].CO, predict the reaction product. The product is: [Cl:29][C:24]1[CH:23]=[C:22]([N:18]2[C:19](=[O:21])[CH:20]=[C:15]([O:14][CH:11]3[CH2:10][CH2:9][N:8]([C:6]([O:5][C:1]([CH3:2])([CH3:3])[CH3:4])=[O:7])[CH2:13][CH2:12]3)[C:16]([CH2:30][OH:31])=[N:17]2)[CH:27]=[CH:26][C:25]=1[Cl:28].